Dataset: Catalyst prediction with 721,799 reactions and 888 catalyst types from USPTO. Task: Predict which catalyst facilitates the given reaction. (1) Reactant: C(O[C:5](=[O:7])[CH3:6])(=O)C.[Al+3].[Cl-].[Cl-].[Cl-].[F:12][C:13]1[CH:18]=[CH:17][CH:16]=[CH:15][CH:14]=1.Cl. Product: [F:12][C:13]1[CH:18]=[CH:17][C:16]([C:5](=[O:7])[CH3:6])=[CH:15][CH:14]=1. The catalyst class is: 6. (2) Reactant: Cl[C:2]1[N:7]=[CH:6][N:5]=[C:4]([NH2:8])[CH:3]=1.C(N(C(C)C)CC)(C)C.[N:18]1([CH2:24][CH2:25][CH2:26][N:27]2[CH2:32][CH2:31][O:30][CH2:29][CH2:28]2)[CH2:23][CH2:22][NH:21][CH2:20][CH2:19]1. Product: [N:27]1([CH2:26][CH2:25][CH2:24][N:18]2[CH2:19][CH2:20][N:21]([C:2]3[N:7]=[CH:6][N:5]=[C:4]([NH2:8])[CH:3]=3)[CH2:22][CH2:23]2)[CH2:28][CH2:29][O:30][CH2:31][CH2:32]1. The catalyst class is: 51.